This data is from Full USPTO retrosynthesis dataset with 1.9M reactions from patents (1976-2016). The task is: Predict the reactants needed to synthesize the given product. (1) Given the product [CH3:13][O:12][C:11]1[CH:10]=[CH:9][C:8]2[NH:7][C:6](=[O:14])[C:5]3[S:15][CH:16]=[CH:17][C:4]=3[C:3]=2[C:2]=1[C:26]1[CH:27]=[CH:28][C:29]([C@@H:32]([CH3:42])[CH2:33][NH:34][C:35](=[O:41])[O:36][C:37]([CH3:39])([CH3:38])[CH3:40])=[CH:30][CH:31]=1, predict the reactants needed to synthesize it. The reactants are: Br[C:2]1[C:3]2[C:4]3[CH:17]=[CH:16][S:15][C:5]=3[C:6](=[O:14])[NH:7][C:8]=2[CH:9]=[CH:10][C:11]=1[O:12][CH3:13].CC1(C)C(C)(C)OB([C:26]2[CH:31]=[CH:30][C:29]([C@@H:32]([CH3:42])[CH2:33][NH:34][C:35](=[O:41])[O:36][C:37]([CH3:40])([CH3:39])[CH3:38])=[CH:28][CH:27]=2)O1. (2) Given the product [CH2:11]([O:13][C:14]([C@@H:16]1[CH2:20][C:19](=[O:21])[CH2:18][N:17]1[CH2:22][C:23]1[CH:28]=[CH:27][CH:26]=[CH:25][CH:24]=1)=[O:15])[CH3:12], predict the reactants needed to synthesize it. The reactants are: C(Cl)(=O)C(Cl)=O.CS(C)=O.[CH2:11]([O:13][C:14]([C@@H:16]1[CH2:20][C@@H:19]([OH:21])[CH2:18][N:17]1[CH2:22][C:23]1[CH:28]=[CH:27][CH:26]=[CH:25][CH:24]=1)=[O:15])[CH3:12].C(N(CC)CC)C. (3) Given the product [Cl:1][C:2]1[CH:3]=[N:4][N:5]([C:7]2[CH:12]=[CH:11][N:10]=[CH:9][C:8]=2[N:13]2[CH2:14][CH2:15][CH:16]([C:19]([N:41]3[CH2:40][CH2:39][CH2:38][C@@H:36]3[C:37]#[N:42])=[O:21])[CH2:17][CH2:18]2)[CH:6]=1, predict the reactants needed to synthesize it. The reactants are: [Cl:1][C:2]1[CH:3]=[N:4][N:5]([C:7]2[CH:12]=[CH:11][N:10]=[CH:9][C:8]=2[N:13]2[CH2:18][CH2:17][CH:16]([C:19]([OH:21])=O)[CH2:15][CH2:14]2)[CH:6]=1.CN(C=O)C.CN(C(ON1N=[N:42][C:37]2[CH:38]=[CH:39][CH:40]=[N:41][C:36]1=2)=[N+](C)C)C.F[P-](F)(F)(F)(F)F.Cl.N1CCC[C@@H]1C#N. (4) Given the product [CH3:24][CH:23]([CH3:25])[CH2:22][C@@H:21]([NH:26][C:27](=[O:33])[O:28][C:29]([CH3:32])([CH3:31])[CH3:30])[C:20](=[O:34])[NH:19][CH:14]1[CH2:13][C:12]2[C:17](=[C:8]([N:7]3[CH2:2][CH2:3][CH2:4][C:5]3=[O:6])[CH:9]=[CH:10][CH:11]=2)[NH:16][C:15]1=[O:18], predict the reactants needed to synthesize it. The reactants are: Cl[CH2:2][CH2:3][CH2:4][C:5]([NH:7][C:8]1[CH:9]=[CH:10][CH:11]=[C:12]2[C:17]=1[NH:16][C:15](=[O:18])[CH:14]([NH:19][C:20](=[O:34])[C@H:21]([NH:26][C:27](=[O:33])[O:28][C:29]([CH3:32])([CH3:31])[CH3:30])[CH2:22][CH:23]([CH3:25])[CH3:24])[CH2:13]2)=[O:6].[H-].[Na+]. (5) The reactants are: [Li]CCCC.CO[CH:8](OC)[CH2:9][NH2:10].[S:13]1[CH:17]=[CH:16][N:15]=[C:14]1[C:18]#[N:19].N. Given the product [NH:10]1[CH:9]=[CH:8][N:19]=[C:18]1[C:14]1[S:13][CH:17]=[CH:16][N:15]=1, predict the reactants needed to synthesize it. (6) Given the product [C:2]([CH2:4][CH2:5][CH2:6][CH2:7][C:10]1[N:15]=[N:14][C:13]([NH:16][C:17](=[O:25])[CH2:18][C:19]2[CH:20]=[CH:21][CH:22]=[CH:23][CH:24]=2)=[CH:12][CH:11]=1)#[N:3], predict the reactants needed to synthesize it. The reactants are: [Br-].[C:2]([CH2:4][CH2:5][CH2:6][CH2:7][Zn+])#[N:3].Cl[C:10]1[N:15]=[N:14][C:13]([NH:16][C:17](=[O:25])[CH2:18][C:19]2[CH:24]=[CH:23][CH:22]=[CH:21][CH:20]=2)=[CH:12][CH:11]=1.Cl. (7) Given the product [Br:14][CH2:15][CH2:16][CH2:17][CH2:18][CH2:19][CH2:20][O:6][CH2:5][CH2:4][CH2:3][C:2]([C:7]1[CH:12]=[CH:11][CH:10]=[CH:9][CH:8]=1)([F:13])[F:1], predict the reactants needed to synthesize it. The reactants are: [F:1][C:2]([F:13])([C:7]1[CH:12]=[CH:11][CH:10]=[CH:9][CH:8]=1)[CH2:3][CH2:4][CH2:5][OH:6].[Br:14][CH2:15][CH2:16][CH2:17][CH2:18][CH2:19][CH2:20]OCC(F)(F)CCC1C=CC=CC=1.